Dataset: hERG potassium channel inhibition data for cardiac toxicity prediction from Karim et al.. Task: Regression/Classification. Given a drug SMILES string, predict its toxicity properties. Task type varies by dataset: regression for continuous values (e.g., LD50, hERG inhibition percentage) or binary classification for toxic/non-toxic outcomes (e.g., AMES mutagenicity, cardiotoxicity, hepatotoxicity). Dataset: herg_karim. (1) The molecule is Cc1ccc2c(-c3nnc(SCCCN4C[C@H]5C[C@@]5(c5ccc(Cl)c(Cl)c5)C4)n3C)cccc2n1. The result is 1 (blocker). (2) The drug is O=P(Nc1cc(F)ccc1-n1cccn1)(c1ccccc1)c1ccccc1. The result is 0 (non-blocker). (3) The compound is Cc1nc2ccccc2n1C1C[C@H]2CC[C@H](C1)N2CCC1(c2cccc(F)c2)CCN(C(=O)c2ccc(F)c(NS(C)(=O)=O)c2F)CC1. The result is 0 (non-blocker). (4) The compound is CN1CCN(Cc2ccc3c(c2)Cc2c-3n[nH]c2-c2csc(C#CCOc3ccc(CN4CCOCC4)cc3)c2)CC1. The result is 1 (blocker).